This data is from Catalyst prediction with 721,799 reactions and 888 catalyst types from USPTO. The task is: Predict which catalyst facilitates the given reaction. Reactant: Cl.[NH2:2]O.C([O-])(O)=O.[Na+].[F:9][C:10]([F:20])([F:19])[C:11]([CH3:18])([CH3:17])[C:12](=[O:16])[CH2:13][C:14]#[N:15].Cl.[OH-].[Na+]. Product: [F:9][C:10]([F:19])([F:20])[C:11]([C:12]1[O:16][N:15]=[C:14]([NH2:2])[CH:13]=1)([CH3:18])[CH3:17]. The catalyst class is: 72.